Predict the reaction yield, written as a fraction of the theoretical maximum amount of product (1.0 means a 100% yield; for example, 0.34 means a 34% yield). From a dataset of Reaction yield outcomes from USPTO patents with 853,638 reactions. (1) The reactants are Cl[C:2]1[N:7]=[C:6]([NH:8][C:9]2[CH:14]=[CH:13][CH:12]=[C:11]([OH:15])[CH:10]=2)[C:5]([F:16])=[CH:4][N:3]=1.[NH2:17][CH2:18][CH2:19][C:20]1[C:28]2[C:23](=[CH:24][CH:25]=[CH:26][CH:27]=2)[NH:22][CH:21]=1. No catalyst specified. The product is [F:16][C:5]1[C:6]([NH:8][C:9]2[CH:14]=[CH:13][CH:12]=[C:11]([OH:15])[CH:10]=2)=[N:7][C:2]([NH:17][CH2:18][CH2:19][C:20]2[C:28]3[C:23](=[CH:24][CH:25]=[CH:26][CH:27]=3)[NH:22][CH:21]=2)=[N:3][CH:4]=1. The yield is 0.530. (2) The reactants are CN(C(ON1N=NC2C=CC=NC1=2)=[N+](C)C)C.F[P-](F)(F)(F)(F)F.[F:25][C:26]1[CH:27]=[C:28]([NH:37][C:38]([C@H:40]2[C:49]3[C:44](=[CH:45][C:46]([O:50][CH2:51][CH3:52])=[CH:47][CH:48]=3)[CH2:43][CH2:42][NH:41]2)=[O:39])[CH:29]=[C:30]([F:36])[C:31]=1[Si:32]([CH3:35])([CH3:34])[CH3:33].CCN(C(C)C)C(C)C.[C@H:62]1([C:69](O)=[O:70])[CH2:65][C@H:64]([C:66]([OH:68])=[O:67])[CH2:63]1.C(=O)([O-])O.[Na+]. The catalyst is CN(C=O)C.O.C(#N)C. The product is [F:25][C:26]1[CH:27]=[C:28]([NH:37][C:38]([C@H:40]2[C:49]3[C:44](=[CH:45][C:46]([O:50][CH2:51][CH3:52])=[CH:47][CH:48]=3)[CH2:43][CH2:42][N:41]2[C:69]([C@H:62]2[CH2:65][C@H:64]([C:66]([OH:68])=[O:67])[CH2:63]2)=[O:70])=[O:39])[CH:29]=[C:30]([F:36])[C:31]=1[Si:32]([CH3:33])([CH3:35])[CH3:34]. The yield is 0.205. (3) The reactants are [Br:1][C:2]1[CH:3]=[C:4]([NH:10][C:11]2[CH:16]=[CH:15][C:14]([N:17]3[CH2:22][CH2:21][NH:20][CH2:19][C@@H:18]3[CH2:23][CH3:24])=[CH:13][N:12]=2)[C:5](=[O:9])[N:6]([CH3:8])[CH:7]=1.[O:25]1[CH2:28][C:27](=O)[CH2:26]1.[BH3-]C#N.[Na+].O. The catalyst is CO.[Cl-].[Zn+2].[Cl-]. The product is [Br:1][C:2]1[CH:3]=[C:4]([NH:10][C:11]2[CH:16]=[CH:15][C:14]([N:17]3[CH2:22][CH2:21][N:20]([CH:27]4[CH2:28][O:25][CH2:26]4)[CH2:19][C@@H:18]3[CH2:23][CH3:24])=[CH:13][N:12]=2)[C:5](=[O:9])[N:6]([CH3:8])[CH:7]=1. The yield is 0.680. (4) The reactants are [Cl:1][C:2]1[N:7]=[C:6]([CH2:8][OH:9])[CH:5]=[C:4]([I:10])[C:3]=1[OH:11].[H-].[Na+].FC(F)(F)S(O[CH2:20][C:21]([F:24])([F:23])[F:22])(=O)=O.Cl. The catalyst is CN(C)P(N(C)C)(N(C)C)=O.O. The product is [Cl:1][C:2]1[N:7]=[C:6]([CH2:8][OH:9])[CH:5]=[C:4]([I:10])[C:3]=1[O:11][CH2:20][C:21]([F:24])([F:23])[F:22]. The yield is 0.900. (5) The reactants are [OH:1][CH2:2][C:3]1([C:8]([N:10]2[CH2:15][CH2:14][N:13]([C:16]3[CH:21]=[CH:20][C:19]([CH3:22])=[CH:18][CH:17]=3)[CH2:12][CH2:11]2)=[O:9])[CH2:7][CH2:6][CH2:5][CH2:4]1.CC(OI1(OC(C)=O)(OC(C)=O)OC(=O)C2C=CC=CC1=2)=O. The catalyst is C(Cl)Cl.CCOCC.[OH-].[Na+]. The product is [CH3:22][C:19]1[CH:18]=[CH:17][C:16]([N:13]2[CH2:12][CH2:11][N:10]([C:8]([C:3]3([CH:2]=[O:1])[CH2:4][CH2:5][CH2:6][CH2:7]3)=[O:9])[CH2:15][CH2:14]2)=[CH:21][CH:20]=1. The yield is 1.05. (6) The reactants are F[C:2]1[C:7]([C:8]2[N:13]=[C:12]([CH3:14])[N:11]=[C:10]([NH2:15])[N:9]=2)=[CH:6][C:5]([CH2:16][N:17]2[CH2:22][CH2:21][O:20][CH2:19][CH2:18]2)=[CH:4][N:3]=1.[NH2:23][C:24]1[CH:25]=[C:26]([NH:31][S:32]([CH3:35])(=[O:34])=[O:33])[C:27]([Cl:30])=[N:28][CH:29]=1.C[Si]([N-][Si](C)(C)C)(C)C.[Na+].CO. The catalyst is CN(C=O)C. The product is [NH2:15][C:10]1[N:11]=[C:12]([CH3:14])[N:13]=[C:8]([C:7]2[C:2]([NH:23][C:24]3[CH:25]=[C:26]([NH:31][S:32]([CH3:35])(=[O:34])=[O:33])[C:27]([Cl:30])=[N:28][CH:29]=3)=[N:3][CH:4]=[C:5]([CH2:16][N:17]3[CH2:22][CH2:21][O:20][CH2:19][CH2:18]3)[CH:6]=2)[N:9]=1. The yield is 0.770. (7) The reactants are [Cl:1][C:2]1[CH:3]=[CH:4][C:5]([CH3:32])=[C:6]([C:8]2[N:9]([CH2:24][O:25][CH2:26][CH2:27][Si:28]([CH3:31])([CH3:30])[CH3:29])[C:10](B3OC(C)(C)C(C)(C)O3)=[CH:11][C:12]=2[C:13]#[N:14])[CH:7]=1.I[C:34]1[N:39]=[CH:38][N:37]=[C:36]([NH2:40])[CH:35]=1.C([O-])([O-])=O.[Na+].[Na+]. The catalyst is C1C=CC(P(C2C=CC=CC=2)[C-]2C=CC=C2)=CC=1.C1C=CC(P(C2C=CC=CC=2)[C-]2C=CC=C2)=CC=1.Cl[Pd]Cl.[Fe+2].O1CCOCC1. The product is [NH2:40][C:36]1[N:37]=[CH:38][N:39]=[C:34]([C:10]2[N:9]([CH2:24][O:25][CH2:26][CH2:27][Si:28]([CH3:30])([CH3:29])[CH3:31])[C:8]([C:6]3[CH:7]=[C:2]([Cl:1])[CH:3]=[CH:4][C:5]=3[CH3:32])=[C:12]([C:13]#[N:14])[CH:11]=2)[CH:35]=1. The yield is 0.350. (8) The reactants are [C:1]([O:5][C:6]([N:8]1[CH2:21][CH2:20][C:11]2[NH:12][C:13]3[CH:14]=[CH:15][C:16]([F:19])=[CH:17][C:18]=3[C:10]=2[CH2:9]1)=[O:7])([CH3:4])([CH3:3])[CH3:2].[O-]P([O-])([O-])=O.[K+].[K+].[K+].I[C:31]1[CH:36]=[CH:35][CH:34]=[CH:33][CH:32]=1.CNCCNC. The catalyst is C1(C)C=CC=CC=1.[Cu]I. The product is [C:1]([O:5][C:6]([N:8]1[CH2:21][CH2:20][C:11]2[N:12]([C:31]3[CH:36]=[CH:35][CH:34]=[CH:33][CH:32]=3)[C:13]3[CH:14]=[CH:15][C:16]([F:19])=[CH:17][C:18]=3[C:10]=2[CH2:9]1)=[O:7])([CH3:4])([CH3:2])[CH3:3]. The yield is 0.460.